From a dataset of Reaction yield outcomes from USPTO patents with 853,638 reactions. Predict the reaction yield, written as a fraction of the theoretical maximum amount of product (1.0 means a 100% yield; for example, 0.34 means a 34% yield). (1) The reactants are [NH2:1][C:2]1[CH:7]=[C:6]([OH:8])[CH:5]=[CH:4][C:3]=1[S:9][C:10]1[CH:15]=[CH:14][C:13]([NH:16][C:17](=[O:19])[CH3:18])=[CH:12][CH:11]=1.[C:20]([C:24]1[CH:31]=[CH:30][C:27]([CH2:28]Br)=[CH:26][CH:25]=1)([O:22][CH3:23])=[O:21].C(=O)([O-])[O-].[K+].[K+]. The catalyst is CN(C=O)C. The product is [CH3:23][O:22][C:20](=[O:21])[C:24]1[CH:31]=[CH:30][C:27]([CH2:28][O:8][C:6]2[CH:5]=[CH:4][C:3]([S:9][C:10]3[CH:15]=[CH:14][C:13]([NH:16][C:17](=[O:19])[CH3:18])=[CH:12][CH:11]=3)=[C:2]([NH2:1])[CH:7]=2)=[CH:26][CH:25]=1. The yield is 1.00. (2) The reactants are [CH3:1][O:2][C:3](=[O:21])[CH2:4][C:5]12[CH2:13][CH2:12][C:8]([C:14]3[CH:19]=[CH:18][C:17]([Cl:20])=[CH:16][CH:15]=3)([CH:9](Br)[CH2:10]1)[O:7][CH2:6]2.[BH4-].[Na+]. The catalyst is CO.C(OCC)(=O)C.O1CCCC1.ClC1C=CC=CC=1.[Ni](Cl)Cl. The product is [CH3:1][O:2][C:3](=[O:21])[CH2:4][C:5]12[CH2:13][CH2:12][C:8]([C:14]3[CH:15]=[CH:16][C:17]([Cl:20])=[CH:18][CH:19]=3)([CH2:9][CH2:10]1)[O:7][CH2:6]2. The yield is 0.660.